Dataset: Reaction yield outcomes from USPTO patents with 853,638 reactions. Task: Predict the reaction yield, written as a fraction of the theoretical maximum amount of product (1.0 means a 100% yield; for example, 0.34 means a 34% yield). (1) The reactants are [CH:1]([C:3]1[NH:7][CH:6]=[C:5]([C:8]([O:10][CH3:11])=[O:9])[CH:4]=1)=[O:2].[CH3:12]C(C)([O-])C.[K+].CI.O. The catalyst is CN(C=O)C. The product is [CH:1]([C:3]1[N:7]([CH3:12])[CH:6]=[C:5]([C:8]([O:10][CH3:11])=[O:9])[CH:4]=1)=[O:2]. The yield is 0.800. (2) The reactants are Br[CH2:2][CH2:3][CH2:4][CH2:5][CH2:6][CH2:7][Br:8].[Br:9][C:10]1[CH:22]=[CH:21][C:20]2[C:19]3[C:14](=[CH:15][C:16]([Br:23])=[CH:17][CH:18]=3)[CH2:13][C:12]=2[CH:11]=1. The catalyst is [Br-].C([N+](CCCC)(CCCC)CCCC)CCC.[OH-].[K+]. The product is [Br:9][C:10]1[CH:22]=[CH:21][C:20]2[C:19]3[C:14](=[CH:15][C:16]([Br:23])=[CH:17][CH:18]=3)[C:13]([CH2:2][CH2:3][CH2:4][CH2:5][CH2:6][CH2:7][Br:8])([CH2:2][CH2:3][CH2:4][CH2:5][CH2:6][CH2:7][Br:8])[C:12]=2[CH:11]=1. The yield is 0.800. (3) The reactants are Cl.C(O[C:5]([C:7]1[CH:8]=[C:9]2[C:13](=[CH:14][CH:15]=1)[NH:12][N:11]=[C:10]2[C:16]1[CH:21]=[CH:20][C:19]([F:22])=[CH:18][CH:17]=1)=[NH:6])C.[C:23]([NH:31][NH2:32])(=O)[C:24]1[CH:29]=[CH:28][CH:27]=[CH:26][CH:25]=1. No catalyst specified. The product is [F:22][C:19]1[CH:18]=[CH:17][C:16]([C:10]2[C:9]3[C:13](=[CH:14][CH:15]=[C:7]([C:5]4[NH:6][C:23]([C:24]5[CH:29]=[CH:28][CH:27]=[CH:26][CH:25]=5)=[N:31][N:32]=4)[CH:8]=3)[NH:12][N:11]=2)=[CH:21][CH:20]=1. The yield is 0.480. (4) The yield is 0.660. The reactants are [F:1][C:2]1([CH2:17][OH:18])[CH2:6][CH2:5][N:4]([C:7]([O:9][CH2:10][C:11]2[CH:16]=[CH:15][CH:14]=[CH:13][CH:12]=2)=[O:8])[CH2:3]1.[H-].[Na+].I[CH3:22]. The catalyst is O1CCCC1. The product is [F:1][C:2]1([CH2:17][O:18][CH3:22])[CH2:6][CH2:5][N:4]([C:7]([O:9][CH2:10][C:11]2[CH:16]=[CH:15][CH:14]=[CH:13][CH:12]=2)=[O:8])[CH2:3]1. (5) The reactants are [CH3:1][O:2][C:3]1[C:4]([CH2:9][C:10]([NH:12][C:13]2[CH:18]=[CH:17][CH:16]=[C:15]([B:19]3[O:23][C:22]([CH3:25])([CH3:24])[C:21]([CH3:27])([CH3:26])[O:20]3)[C:14]=2[CH3:28])=[O:11])=[N:5][CH:6]=[CH:7][CH:8]=1.C1N=CN([C:34](N2C=NC=C2)=[O:35])C=1. The catalyst is C1(C)C=CC=CC=1. The product is [CH3:1][O:2][C:3]1[C:4]2[N:5]([C:34](=[O:35])[N:12]([C:13]3[CH:18]=[CH:17][CH:16]=[C:15]([B:19]4[O:23][C:22]([CH3:24])([CH3:25])[C:21]([CH3:27])([CH3:26])[O:20]4)[C:14]=3[CH3:28])[C:10](=[O:11])[CH:9]=2)[CH:6]=[CH:7][CH:8]=1. The yield is 0.370.